Predict the product of the given reaction. From a dataset of Forward reaction prediction with 1.9M reactions from USPTO patents (1976-2016). (1) Given the reactants [C:1]([CH2:3][C:4]1([N:18]2[CH:22]=[C:21]([C:23]3[C:24]4[CH:31]=[CH:30][N:29](COCC[Si](C)(C)C)[C:25]=4[N:26]=[CH:27][N:28]=3)[CH:20]=[N:19]2)[CH2:7][N:6]([C:8]2[CH:16]=[CH:15][C:11]([C:12](O)=[O:13])=[C:10]([F:17])[CH:9]=2)[CH2:5]1)#[N:2].C(N(CC)C(C)C)(C)C.[F:49][C:50]([F:55])([F:54])[C@@H:51]([NH2:53])[CH3:52].FC(F)(F)C(O)=O, predict the reaction product. The product is: [C:1]([CH2:3][C:4]1([N:18]2[CH:22]=[C:21]([C:23]3[C:24]4[CH:31]=[CH:30][NH:29][C:25]=4[N:26]=[CH:27][N:28]=3)[CH:20]=[N:19]2)[CH2:7][N:6]([C:8]2[CH:16]=[CH:15][C:11]([C:12]([NH:53][C@@H:51]([CH3:52])[C:50]([F:55])([F:54])[F:49])=[O:13])=[C:10]([F:17])[CH:9]=2)[CH2:5]1)#[N:2]. (2) Given the reactants [C:1]1(=[O:11])[NH:5][C:4](=[O:6])[C:3]2=[CH:7][CH:8]=[CH:9][CH:10]=[C:2]12.[K].[F:13][C:14]1[CH:15]=[CH:16][C:17]2[C:22]3[C:23]4[C:52](=[O:53])[NH:51][C:50](=[O:54])[C:24]=4[C:25]4[C:26]5[C:31]([N:32]([C@@H:34]6[O:42][C@H:41]([CH2:43]OS(C)(=O)=O)[C@@H:39]([OH:40])[C@H:37]([OH:38])[C@H:35]6[OH:36])[C:33]=4[C:21]=3[NH:20][C:18]=2[CH:19]=1)=[CH:30][C:29]([F:49])=[CH:28][CH:27]=5, predict the reaction product. The product is: [F:13][C:14]1[CH:15]=[CH:16][C:17]2[C:22]3[C:23]4[C:52](=[O:53])[NH:51][C:50](=[O:54])[C:24]=4[C:25]4[C:26]5[C:31]([N:32]([C@@H:34]6[O:42][C@H:41]([CH2:43][N:5]7[C:1](=[O:11])[C:2]8=[CH:10][CH:9]=[CH:8][CH:7]=[C:3]8[C:4]7=[O:6])[C@@H:39]([OH:40])[C@H:37]([OH:38])[C@H:35]6[OH:36])[C:33]=4[C:21]=3[NH:20][C:18]=2[CH:19]=1)=[CH:30][C:29]([F:49])=[CH:28][CH:27]=5.[C@@H:34]1([N:32]2[C:33]3[C:21]4[NH:20][C:18]5[CH:19]=[C:14]([F:13])[CH:15]=[CH:16][C:17]=5[C:22]=4[C:23]4[C:52](=[O:53])[NH:51][C:50](=[O:54])[C:24]=4[C:25]=3[C:26]3[C:31]2=[CH:30][C:29]([F:49])=[CH:28][CH:27]=3)[O:42][C@@H:41]2[CH2:43][O:38][C@@H:37]([C@@H:39]2[OH:40])[C@H:35]1[OH:36].